From a dataset of NCI-60 drug combinations with 297,098 pairs across 59 cell lines. Regression. Given two drug SMILES strings and cell line genomic features, predict the synergy score measuring deviation from expected non-interaction effect. (1) Synergy scores: CSS=-1.20, Synergy_ZIP=0.564, Synergy_Bliss=0.377, Synergy_Loewe=0.0809, Synergy_HSA=-2.63. Drug 1: CN1C2=C(C=C(C=C2)N(CCCl)CCCl)N=C1CCCC(=O)O.Cl. Drug 2: CC(C)NC(=O)C1=CC=C(C=C1)CNNC.Cl. Cell line: RXF 393. (2) Drug 1: CCC1(CC2CC(C3=C(CCN(C2)C1)C4=CC=CC=C4N3)(C5=C(C=C6C(=C5)C78CCN9C7C(C=CC9)(C(C(C8N6C=O)(C(=O)OC)O)OC(=O)C)CC)OC)C(=O)OC)O.OS(=O)(=O)O. Drug 2: CC1CCCC2(C(O2)CC(NC(=O)CC(C(C(=O)C(C1O)C)(C)C)O)C(=CC3=CSC(=N3)C)C)C. Cell line: NCIH23. Synergy scores: CSS=45.5, Synergy_ZIP=-0.687, Synergy_Bliss=-2.17, Synergy_Loewe=-8.63, Synergy_HSA=0.574. (3) Drug 1: C1CN1P(=S)(N2CC2)N3CC3. Drug 2: C(=O)(N)NO. Cell line: MDA-MB-231. Synergy scores: CSS=14.2, Synergy_ZIP=-5.25, Synergy_Bliss=-2.27, Synergy_Loewe=-4.21, Synergy_HSA=0.256. (4) Drug 1: COC1=CC(=CC(=C1O)OC)C2C3C(COC3=O)C(C4=CC5=C(C=C24)OCO5)OC6C(C(C7C(O6)COC(O7)C8=CC=CS8)O)O. Synergy scores: CSS=20.0, Synergy_ZIP=-4.43, Synergy_Bliss=-3.19, Synergy_Loewe=-8.18, Synergy_HSA=-4.24. Drug 2: CC(C)(C#N)C1=CC(=CC(=C1)CN2C=NC=N2)C(C)(C)C#N. Cell line: MALME-3M. (5) Drug 2: CC1=C2C(C(=O)C3(C(CC4C(C3C(C(C2(C)C)(CC1OC(=O)C(C(C5=CC=CC=C5)NC(=O)OC(C)(C)C)O)O)OC(=O)C6=CC=CC=C6)(CO4)OC(=O)C)O)C)O. Synergy scores: CSS=45.5, Synergy_ZIP=-0.565, Synergy_Bliss=0.751, Synergy_Loewe=-7.12, Synergy_HSA=1.86. Drug 1: CC1C(C(CC(O1)OC2CC(CC3=C2C(=C4C(=C3O)C(=O)C5=C(C4=O)C(=CC=C5)OC)O)(C(=O)C)O)N)O.Cl. Cell line: HL-60(TB). (6) Drug 1: COC1=C2C(=CC3=C1OC=C3)C=CC(=O)O2. Drug 2: CC1C(C(CC(O1)OC2CC(CC3=C2C(=C4C(=C3O)C(=O)C5=C(C4=O)C(=CC=C5)OC)O)(C(=O)CO)O)N)O.Cl. Cell line: MDA-MB-435. Synergy scores: CSS=43.2, Synergy_ZIP=-2.36, Synergy_Bliss=-2.40, Synergy_Loewe=-5.78, Synergy_HSA=-0.635. (7) Drug 1: CN(C)C1=NC(=NC(=N1)N(C)C)N(C)C. Drug 2: CCCS(=O)(=O)NC1=C(C(=C(C=C1)F)C(=O)C2=CNC3=C2C=C(C=N3)C4=CC=C(C=C4)Cl)F. Cell line: UO-31. Synergy scores: CSS=-1.41, Synergy_ZIP=-1.32, Synergy_Bliss=-5.00, Synergy_Loewe=-12.1, Synergy_HSA=-6.74. (8) Drug 1: C1=CC(=CC=C1CC(C(=O)O)N)N(CCCl)CCCl.Cl. Drug 2: CC1CCC2CC(C(=CC=CC=CC(CC(C(=O)C(C(C(=CC(C(=O)CC(OC(=O)C3CCCCN3C(=O)C(=O)C1(O2)O)C(C)CC4CCC(C(C4)OC)OCCO)C)C)O)OC)C)C)C)OC. Synergy scores: CSS=90.0, Synergy_ZIP=17.1, Synergy_Bliss=16.8, Synergy_Loewe=16.6, Synergy_HSA=21.1. Cell line: SR.